Dataset: Reaction yield outcomes from USPTO patents with 853,638 reactions. Task: Predict the reaction yield, written as a fraction of the theoretical maximum amount of product (1.0 means a 100% yield; for example, 0.34 means a 34% yield). (1) The reactants are [N+:1]([C:4]1[CH:9]=[CH:8][C:7]([N:10]2[CH:14]3[CH2:15][CH2:16][CH:11]2[CH2:12][CH2:13]3)=[CH:6][C:5]=1[C:17]([F:20])([F:19])[F:18])([O-])=O. The catalyst is [Pd]. The product is [CH:11]12[N:10]([C:7]3[CH:8]=[CH:9][C:4]([NH2:1])=[C:5]([C:17]([F:20])([F:18])[F:19])[CH:6]=3)[CH:14]([CH2:13][CH2:12]1)[CH2:15][CH2:16]2. The yield is 0.910. (2) The catalyst is CC(O)=O.O.CCOC(C)=O. The yield is 0.680. The product is [Cl:17][C:12]1[CH:13]=[CH:14][CH:15]=[CH:16][C:11]=1[C:9]([C:4]1[CH:5]=[CH:6][CH:7]=[CH:8][C:3]=1[I:22])=[O:10]. The reactants are Cl.N[C:3]1[CH:8]=[CH:7][CH:6]=[CH:5][C:4]=1[C:9]([C:11]1[CH:16]=[CH:15][CH:14]=[CH:13][C:12]=1[Cl:17])=[O:10].N([O-])=O.[Na+].[I:22]I. (3) The reactants are [OH:1][C:2]([CH3:33])([CH3:32])[CH2:3][N:4]1[CH:8]=[CH:7][C:6]([NH:9][C:10](=[O:31])[C@@H:11]([N:16]2[CH2:20][C:19]([O:21][C:22]3[CH:27]=[CH:26][CH:25]=[C:24]([OH:28])[C:23]=3[NH2:29])=[CH:18][C:17]2=[O:30])[CH2:12][CH:13]([CH3:15])[CH3:14])=[N:5]1.O.[OH-].[Li+].Cl.O[C@@H:39](CO)CN1C=CC(NC(=O)[C@@H](N2CC(OC3C=CC=C(Cl)C=3Cl)=CC2=O)CC(C)C)=N1.C(N(CC)C(C)C)(C)C.F[P-](F)(F)(F)(F)F.N1(O[P+](N(C)C)(N(C)C)N(C)C)C2C=CC=CC=2N=N1. The catalyst is O1CCCC1.O. The product is [OH:1][C:2]([CH3:33])([CH3:32])[CH2:3][N:4]1[CH:8]=[CH:7][C:6]([NH:9][C:10](=[O:31])[C@@H:11]([N:16]2[CH2:20][C:19]([O:21][C:22]3[C:23]4[N:29]=[CH:39][O:28][C:24]=4[CH:25]=[CH:26][CH:27]=3)=[CH:18][C:17]2=[O:30])[CH2:12][CH:13]([CH3:15])[CH3:14])=[N:5]1. The yield is 0.310. (4) The reactants are [NH2:1][CH:2]1[CH2:7][CH:6]([C:8]2[CH:13]=[CH:12][CH:11]=[CH:10][C:9]=2[Cl:14])[CH2:5][CH2:4][CH:3]1[OH:15].[N:16]1[CH:21]=[CH:20][CH:19]=[CH:18][C:17]=1[C:22](O)=[O:23].Cl.C(N=C=NCCCN(C)C)C.OC1C2N=NNC=2C=CC=1.C(N(CC)CC)C. The catalyst is ClCCl.O. The product is [Cl:14][C:9]1[CH:10]=[CH:11][CH:12]=[CH:13][C:8]=1[CH:6]1[CH2:7][CH:2]([NH:1][C:22](=[O:23])[C:17]2[CH:18]=[CH:19][CH:20]=[CH:21][N:16]=2)[CH:3]([OH:15])[CH2:4][CH2:5]1. The yield is 0.430. (5) The catalyst is CCOCC. The reactants are Cl[C:2]1[N:7]=[C:6]([Cl:8])[CH:5]=[C:4]([Cl:9])[N:3]=1.C([N:12](CC)CC)C.[C:17]1([N:23]2[CH2:28][CH2:27]C[CH2:25][CH2:24]2)[CH:22]=[CH:21][CH:20]=[CH:19][CH:18]=1.O. The yield is 0.340. The product is [Cl:9][C:4]1[CH:5]=[C:6]([Cl:8])[N:7]=[C:2]([N:12]2[CH2:27][CH2:28][N:23]([C:17]3[CH:22]=[CH:21][CH:20]=[CH:19][CH:18]=3)[CH2:24][CH2:25]2)[N:3]=1. (6) The reactants are [OH:1][N:2]=[C:3](Cl)[C:4]1[C:8]([NH:9][CH2:10][CH2:11][CH2:12][O:13][CH3:14])=[N:7][O:6][N:5]=1.[F:16][C:17]1[CH:22]=[CH:21][C:20]([NH2:23])=[CH:19][C:18]=1[C:24]([F:27])([F:26])[F:25]. No catalyst specified. The product is [F:16][C:17]1[CH:22]=[CH:21][C:20]([NH:23][C:3]([C:4]2[C:8]([NH:9][CH2:10][CH2:11][CH2:12][O:13][CH3:14])=[N:7][O:6][N:5]=2)=[N:2][OH:1])=[CH:19][C:18]=1[C:24]([F:25])([F:26])[F:27]. The yield is 0.870. (7) The product is [C:32]1(=[CH:14][C:13]([C:12]2[N:8]([CH2:7][CH:1]3[CH2:2][CH2:3][CH2:4][CH2:5][CH2:6]3)[C:9]([CH3:29])=[C:10]([C:24]([O:26][CH2:27][CH3:28])=[O:25])[CH:11]=2)=[O:23])[CH2:37][CH2:36][CH2:35][CH2:34][CH2:33]1. The reactants are [CH:1]1([CH2:7][N:8]2[C:12]([C:13](=[O:23])[CH2:14]P(OCC)(OCC)=O)=[CH:11][C:10]([C:24]([O:26][CH2:27][CH3:28])=[O:25])=[C:9]2[CH3:29])[CH2:6][CH2:5][CH2:4][CH2:3][CH2:2]1.[H-].[Na+].[C:32]1(=O)[CH2:37][CH2:36][CH2:35][CH2:34][CH2:33]1. The yield is 0.510. The catalyst is C1COCC1. (8) The reactants are [CH3:1][CH:2]1[CH:6]([CH3:7])[O:5][C:4]2([CH2:12][C:11]([CH3:17])([C:13]([F:16])([F:15])[F:14])[C:10](=[O:18])[C:9]([CH3:19])=[CH:8]2)[O:3]1.O1CC[CH2:22][CH2:21]1. The catalyst is O. The product is [C:21]([C:10]1([OH:18])[C:11]([CH3:17])([C:13]([F:16])([F:14])[F:15])[CH2:12][C:4]2([O:3][CH:2]([CH3:1])[CH:6]([CH3:7])[O:5]2)[CH:8]=[C:9]1[CH3:19])#[CH:22]. The yield is 0.680.